The task is: Binary Classification. Given a miRNA mature sequence and a target amino acid sequence, predict their likelihood of interaction.. This data is from Experimentally validated miRNA-target interactions with 360,000+ pairs, plus equal number of negative samples. (1) The miRNA is hsa-miR-346 with sequence UGUCUGCCCGCAUGCCUGCCUCU. The protein sequence of the target gene is MDGEEQQPPHEANVEPVVPSEASEPVPRVLSGDPQNLSDVDAFNLLLEMKLKRRRQRPNLPRTVTQLVAEDGSRVYVVGTAHFSDDSKRDVVKTIREVQPDVVVVELCQYRVSMLKMDESTLLREAQELSLEKLQQAVRQNGLMSGLMQMLLLKVSAHITEQLGMAPGGEFREAFKEASKVPFCKFHLGDRPIPVTFKRAIAALSFWQKVRLAWGLCFLSDPISKDDVERCKQKDLLEQMMAEMIGEFPDLHRTIVSERDVYLTYMLRQAARRLELPRASDAEPRKCVPSVVVGVVGMGH.... Result: 0 (no interaction). (2) The miRNA is hsa-miR-3611 with sequence UUGUGAAGAAAGAAAUUCUUA. The protein sequence of the target gene is MKKTRSTTLRRAWPSSDFSDRASDRMRSRSEKDYRLHKRFPAAFAPQASRGYMTSGDVSPISMSPISQSQFIPLGEILCLAISAMNSARKPVTQEALMEHLTTCFPGVPTPSQEILRHTLNTLVRERKIYPTPDGYFIVTPQTYFITPSLIRTNSKWYHLDERIPDRSQCTSPQPGTITPSASGCVRERTLPRNHCDSCHCCREDVHSTHAPTLQRKSAKDCKDPYCPPSLCQVPPTEKSKSTVNFSYKTETLSKPKDSEKQSKKFGLKLFRLSFKKDKTKQLANFSAQFPPEEWPLRDE.... Result: 1 (interaction). (3) The miRNA is mmu-miR-3076-5p with sequence CACAGGGGAAGCUCAGUGCCAGCC. The protein sequence of the target gene is MGLPEPGPLRLLALLLLLLLLLLLQLQHLAAAAADPLLGGQGPAKDCEKDQFQCRNERCIPSVWRCDEDDDCLDHSDEDDCPKKTCADSDFTCDNGHCIHERWKCDGEEECPDGSDESEATCTKQVCPAEKLSCGPTSHKCVPASWRCDGEKDCEGGADEAGCATLCAPHEFQCGNRSCLAAVFVCDGDDDCGDGSDERGCADPACGPREFRCGGDGGGACIPERWVCDRQFDCEDRSDEAAELCGRPGPGATSAPAACATASQFACRSGECVHLGWRCDGDRDCKDKSDEADCPLGTCR.... Result: 0 (no interaction). (4) The miRNA is mmu-miR-764-5p with sequence GGUGCUCACAUGUCCUCCU. The protein sequence of the target gene is MAADGQCSLPASWRPVTLTHVEYPAGDLSGHLLAYLSLSPVFVIVGFVTLIIFKRELHTISFLGGLALNEGVNWLIKNVIQEPRPCGGPHTAVGTKYGMPSSHSQFMWFFSVYSFLFLYLRMHQTNNARFLDLLWRHVLSLGLLAVAFLVSYSRVYLLYHTWSQVLYGGIAGGLMAIAWFIFTQEVLTPLFPRIAAWPVSEFFLIRDTSLIPNVLWFEYTVTRAEARNRQRKLGTKLQ. Result: 0 (no interaction). (5) The miRNA is hsa-miR-552-5p with sequence GUUUAACCUUUUGCCUGUUGG. The protein sequence of the target gene is MALPHDSNETSYLLPPNNEDWGRQTIPDFVYGQKDLMAEGIQWPRNAPGIPDALPQSPFDAALCSAWKQRVELGLFRYRLRELQTQILPGAVGFVAQLNVERGVQRRPPQTIKSVRQAFDPVQFNFNKIRPGEVLFRLHREPDLPGTLLQEDILVVINVSPLEWGHVLLVPEPARQLPQRLLPGALRAGIEAVLLSLHPGFRVGFNSLGGLASVNHLHLHGYYLAHRLPVEQAPSEPLDPGGHLHLLQDLPAPGFLFYTRGPGPDLESLISRVCRATDYLTDHEIAHNLFVTRGAPPGKT.... Result: 1 (interaction). (6) The miRNA is hsa-miR-4467 with sequence UGGCGGCGGUAGUUAUGGGCUU. The protein sequence of the target gene is MPLTPEPPSGRVEGPPAWEAAPWPSLPCGPCIPIMLVLATLAALFILTTAVLAERLFRRALRPDPSHRAPTLVWRPGGELWIEPMGTARERSEDWYGSAVPLLTDRAPEPPTQVGTLEARATAPPAPSAPNSAPSNLGPQTVLEVPARSTFWGPQPWEGRPPATGLVSWAEPEQRPEASVQFGSPQARRQRPGSPDPEWGLQPRVTLEQISAFWKREGRTSVGF. Result: 0 (no interaction).